Dataset: Forward reaction prediction with 1.9M reactions from USPTO patents (1976-2016). Task: Predict the product of the given reaction. (1) Given the reactants [NH2:1][C:2]1[CH:7]=[CH:6][C:5]([CH3:8])=[CH:4][C:3]=1[OH:9].Cl[CH2:11][C:12](Cl)=[O:13].C(=O)([O-])[O-].[K+].[K+], predict the reaction product. The product is: [CH3:8][C:5]1[CH:6]=[CH:7][C:2]2[NH:1][C:12](=[O:13])[CH2:11][O:9][C:3]=2[CH:4]=1. (2) Given the reactants Cl.[NH2:2][C:3]1[C:4](=[O:17])[N:5]([CH2:14][CH2:15][CH3:16])[C:6](=[O:13])[N:7]([CH2:10][CH2:11][CH3:12])[C:8]=1[NH2:9].C(N(CC)CC)C.[CH3:25][O:26][C:27](=[O:41])[CH2:28][CH2:29][C:30]12[CH2:37][CH2:36][C:33]([C:38](Cl)=[O:39])([CH2:34][CH2:35]1)[CH2:32][CH2:31]2.O, predict the reaction product. The product is: [CH3:25][O:26][C:27](=[O:41])[CH2:28][CH2:29][C:30]12[CH2:35][CH2:34][C:33]([C:38](=[O:39])[NH:2][C:3]3[C:4](=[O:17])[N:5]([CH2:14][CH2:15][CH3:16])[C:6](=[O:13])[N:7]([CH2:10][CH2:11][CH3:12])[C:8]=3[NH2:9])([CH2:36][CH2:37]1)[CH2:32][CH2:31]2. (3) Given the reactants C([O-])(=O)C.[NH4+:5].[C:6]([CH2:8][C:9]([O:11]C)=O)#[N:7].[CH:13]1([C:16](=O)[CH3:17])[CH2:15][CH2:14]1.[N+:19]([C:22]1[CH:29]=[CH:28][C:25]([CH:26]=O)=[CH:24][CH:23]=1)([O-:21])=[O:20], predict the reaction product. The product is: [CH:13]1([C:16]2[NH:5][C:9](=[O:11])[C:8]([C:6]#[N:7])=[C:26]([C:25]3[CH:28]=[CH:29][C:22]([N+:19]([O-:21])=[O:20])=[CH:23][CH:24]=3)[CH:17]=2)[CH2:15][CH2:14]1. (4) Given the reactants [C:1]([CH2:3][CH2:4][NH:5][C:6](=O)[CH2:7][CH2:8][C:9]12[CH2:16][CH2:15][C:12]([C:17]3[NH:25][C:24]4[C:23](=[O:26])[N:22]([CH2:27][CH2:28][CH3:29])[C:21](=[O:30])[N:20]([CH2:31][CH2:32][CH3:33])[C:19]=4[N:18]=3)([CH2:13][CH2:14]1)[CH2:11][CH2:10]2)#[N:2].C1C=CC(P(C2C=CC=CC=2)C2C=CC=CC=2)=CC=1.[Si]([N:58]=[N+:59]=[N-:60])(C)(C)C.CCOC(/N=N/C(OCC)=O)=O, predict the reaction product. The product is: [O:30]=[C:21]1[N:20]([CH2:31][CH2:32][CH3:33])[C:19]2[N:18]=[C:17]([C:12]34[CH2:15][CH2:16][C:9]([CH2:8][CH2:7][C:6]5[N:5]([CH2:4][CH2:3][C:1]#[N:2])[N:60]=[N:59][N:58]=5)([CH2:14][CH2:13]3)[CH2:10][CH2:11]4)[NH:25][C:24]=2[C:23](=[O:26])[N:22]1[CH2:27][CH2:28][CH3:29]. (5) Given the reactants [CH3:1][O:2][C:3]1[CH:4]=[C:5]([NH:9][C:10]2[CH:15]=[CH:14][CH:13]=[CH:12][CH:11]=2)[CH:6]=[CH:7][CH:8]=1.[Cl-].[Al+3].[Cl-].[Cl-].[Cl-].[N+](C1C=CC=CC=1)([O-])=[O:22].CC[O:32][CH2:33][CH3:34], predict the reaction product. The product is: [CH3:1][O:2][C:3]1[CH:4]=[C:5]2[C:6]([C:34](=[O:22])[C:33](=[O:32])[N:9]2[C:10]2[CH:15]=[CH:14][CH:13]=[CH:12][CH:11]=2)=[CH:7][CH:8]=1. (6) Given the reactants [OH:1][CH2:2][CH2:3][CH2:4][C:5]1[CH:10]=[CH:9][C:8]([CH2:11][CH2:12][C:13]([C:15]2[S:22][C:21]([CH3:23])=[C:20]3[C:16]=2[CH2:17][C@H:18]2[C:24]([CH3:26])([CH3:25])[C@H:19]23)=[O:14])=[CH:7][CH:6]=1.CCN(C(C)C)C(C)C.[CH3:36][S:37](Cl)(=[O:39])=[O:38], predict the reaction product. The product is: [O:14]=[C:13]([C:15]1[S:22][C:21]([CH3:23])=[C:20]2[C:16]=1[CH2:17][C@H:18]1[C:24]([CH3:26])([CH3:25])[C@H:19]12)[CH2:12][CH2:11][C:8]1[CH:9]=[CH:10][C:5]([CH2:4][CH2:3][CH2:2][O:1][S:37]([CH3:36])(=[O:39])=[O:38])=[CH:6][CH:7]=1.